This data is from Reaction yield outcomes from USPTO patents with 853,638 reactions. The task is: Predict the reaction yield, written as a fraction of the theoretical maximum amount of product (1.0 means a 100% yield; for example, 0.34 means a 34% yield). (1) The reactants are [CH3:1][C:2]([O:5][C:6]([NH:8][C@@H:9]([CH2:16][CH:17]([CH3:19])[CH3:18])/[CH:10]=[CH:11]/[C:12]([O:14]C)=[O:13])=[O:7])([CH3:4])[CH3:3].O.[Li+].[OH-]. The catalyst is C1COCC1.CO. The product is [CH3:4][C:2]([O:5][C:6]([NH:8][C@@H:9]([CH2:16][CH:17]([CH3:19])[CH3:18])/[CH:10]=[CH:11]/[C:12]([OH:14])=[O:13])=[O:7])([CH3:1])[CH3:3]. The yield is 0.990. (2) The reactants are FC(F)(F)C(O)=O.[Cl:8][C:9]1[CH:10]=[CH:11][C:12]([NH:15][C:16](=[O:32])[C:17]2[CH:22]=[CH:21][CH:20]=[CH:19][C:18]=2[NH:23][C:24]([O:26][CH:27]2[CH2:31][CH2:30][NH:29][CH2:28]2)=[O:25])=[N:13][CH:14]=1.[C:33]1(=O)[CH2:38][CH2:37][CH2:36][CH2:35][CH2:34]1.C([BH3-])#N.[Na+]. No catalyst specified. The product is [Cl:8][C:9]1[CH:10]=[CH:11][C:12]([NH:15][C:16](=[O:32])[C:17]2[CH:22]=[CH:21][CH:20]=[CH:19][C:18]=2[NH:23][C:24]([O:26][CH:27]2[CH2:31][CH2:30][N:29]([CH:33]3[CH2:38][CH2:37][CH2:36][CH2:35][CH2:34]3)[CH2:28]2)=[O:25])=[N:13][CH:14]=1. The yield is 0.960.